This data is from Reaction yield outcomes from USPTO patents with 853,638 reactions. The task is: Predict the reaction yield, written as a fraction of the theoretical maximum amount of product (1.0 means a 100% yield; for example, 0.34 means a 34% yield). (1) The reactants are [CH2:1]([O:8][C:9](=[O:24])[NH:10][C@H:11]1[CH2:16][CH2:15][CH2:14][C@@H:13]([N:17]2[CH2:22][CH2:21][N:20]([CH3:23])[CH2:19][CH2:18]2)[CH2:12]1)[C:2]1[CH:7]=[CH:6][CH:5]=[CH:4][CH:3]=1.C(OC(C)C)(=O)C.C1(C)C=CC=CC=1.[C@:39]12([CH2:49][S:50]([OH:53])(=[O:52])=[O:51])[C:46]([CH3:48])([CH3:47])[CH:43]([CH2:44][CH2:45]1)[CH2:42][C:40]2=[O:41]. The catalyst is O. The product is [CH3:47][C:46]1([CH3:48])[C@@H:43]2[CH2:44][CH2:45][C@@:39]1([CH2:49][S:50]([OH:53])(=[O:52])=[O:51])[C:40](=[O:41])[CH2:42]2.[CH3:23][N:20]1[CH2:19][CH2:18][N:17]([C@@H:13]2[CH2:14][CH2:15][CH2:16][C@H:11]([NH:10][C:9](=[O:24])[O:8][CH2:1][C:2]3[CH:3]=[CH:4][CH:5]=[CH:6][CH:7]=3)[CH2:12]2)[CH2:22][CH2:21]1. The yield is 0.140. (2) The reactants are Br[C:2]1[CH:10]=[CH:9][CH:8]=[C:7]2[C:3]=1[C:4]1([CH2:25][O:24][C:23]3[CH:26]=[C:27]4[C:31](=[CH:32][C:22]1=3)[CH2:30][CH2:29][O:28]4)[C:5](=[O:21])[N:6]2[CH2:11][C:12]1[O:13][C:14]([C:17]([F:20])([F:19])[F:18])=[CH:15][CH:16]=1.[N:33]1[CH:38]=[C:37](B(O)O)[CH:36]=[N:35][CH:34]=1.C(=O)([O-])[O-].[Na+].[Na+]. The catalyst is C1C=CC([P]([Pd]([P](C2C=CC=CC=2)(C2C=CC=CC=2)C2C=CC=CC=2)([P](C2C=CC=CC=2)(C2C=CC=CC=2)C2C=CC=CC=2)[P](C2C=CC=CC=2)(C2C=CC=CC=2)C2C=CC=CC=2)(C2C=CC=CC=2)C2C=CC=CC=2)=CC=1.COCCOC. The product is [N:33]1[CH:38]=[C:37]([C:2]2[CH:10]=[CH:9][CH:8]=[C:7]3[C:3]=2[C:4]2([CH2:25][O:24][C:23]4[CH:26]=[C:27]5[C:31](=[CH:32][C:22]2=4)[CH2:30][CH2:29][O:28]5)[C:5](=[O:21])[N:6]3[CH2:11][C:12]2[O:13][C:14]([C:17]([F:18])([F:20])[F:19])=[CH:15][CH:16]=2)[CH:36]=[N:35][CH:34]=1. The yield is 0.260. (3) The reactants are [CH3:1][O:2][C:3](=[O:38])[CH2:4][N:5]1[C:11](=[O:12])[C@@H:10]([NH:13][C:14](=[O:23])[CH2:15][CH2:16][C:17]2[CH:22]=[CH:21][CH:20]=[CH:19][CH:18]=2)[CH2:9][N:8](C(=O)CCC2C=CC=CC=2)[C:7]2[CH:34]=[CH:35][CH:36]=[CH:37][C:6]1=2.C1(CCC(N[C@@H]2C(=O)N(CC(O)=O)C3C=CC=CC=3NC2)=O)C=CC=CC=1. No catalyst specified. The product is [CH3:1][O:2][C:3](=[O:38])[CH2:4][N:5]1[C:11](=[O:12])[C@@H:10]([NH:13][C:14](=[O:23])[CH2:15][CH2:16][C:17]2[CH:18]=[CH:19][CH:20]=[CH:21][CH:22]=2)[CH2:9][NH:8][C:7]2[CH:34]=[CH:35][CH:36]=[CH:37][C:6]1=2. The yield is 0.980. (4) The reactants are Br[C:2]1[C:3]([Cl:20])=[C:4]([C:13]([S:16]([CH3:19])(=[O:18])=[O:17])=[CH:14][CH:15]=1)[O:5][CH2:6][CH2:7][CH:8]1[O:12][CH2:11][CH2:10][O:9]1.C(N(CC)CC)C.[C]=O. The catalyst is [Pd].C1(P(C2C=CC=CC=2)CCCCP(C2C=CC=CC=2)C2C=CC=CC=2)C=CC=CC=1.CO. The product is [O:9]1[CH2:10][CH2:11][O:12][CH:8]1[CH2:7][CH2:6][O:5][C:4]1[C:3]([Cl:20])=[C:2]([CH:15]=[CH:14][C:13]=1[S:16]([CH3:19])(=[O:18])=[O:17])[C:8]([O:9][CH3:10])=[O:12]. The yield is 0.755. (5) The reactants are [OH-].[Na+].[CH3:3][C:4]1([CH3:11])[NH:8][C:7](=[O:9])[CH2:6][C:5]1=[O:10].Br[C:13]1[CH:14]=[C:15]([CH3:19])[CH:16]=[CH:17][CH:18]=1.C1(P(C2C=CC=CC=2)C2C=CC=CC=2)C=CC=CC=1.Cl. The catalyst is Cl[Pd]Cl.C(Cl)Cl.CN1CCCC1=O.O. The product is [CH3:3][C:4]1([CH3:11])[NH:8][C:7](=[O:9])[CH:6]([C:13]2[CH:18]=[CH:17][CH:16]=[C:15]([CH3:19])[CH:14]=2)[C:5]1=[O:10]. The yield is 0.840.